From a dataset of Full USPTO retrosynthesis dataset with 1.9M reactions from patents (1976-2016). Predict the reactants needed to synthesize the given product. The reactants are: [C:1]([C@H:5]1[CH2:10][CH2:9][C@H:8]([O:11][C:12]2[CH:17]=[CH:16][C:15]([C:18]3[CH:23]=[CH:22][C:21]([CH:24]=O)=[CH:20][CH:19]=3)=[CH:14][CH:13]=2)[CH2:7][CH2:6]1)([CH3:4])([CH3:3])[CH3:2].[NH:26]1[CH2:31][CH2:30][CH:29]([C:32]([O:34][CH2:35][CH3:36])=[O:33])[CH2:28][CH2:27]1.[BH-](OC(C)=O)(OC(C)=O)OC(C)=O.[Na+].CC(O)=O. Given the product [C:1]([C@H:5]1[CH2:6][CH2:7][C@H:8]([O:11][C:12]2[CH:13]=[CH:14][C:15]([C:18]3[CH:23]=[CH:22][C:21]([CH2:24][N:26]4[CH2:31][CH2:30][CH:29]([C:32]([O:34][CH2:35][CH3:36])=[O:33])[CH2:28][CH2:27]4)=[CH:20][CH:19]=3)=[CH:16][CH:17]=2)[CH2:9][CH2:10]1)([CH3:4])([CH3:3])[CH3:2], predict the reactants needed to synthesize it.